This data is from Full USPTO retrosynthesis dataset with 1.9M reactions from patents (1976-2016). The task is: Predict the reactants needed to synthesize the given product. Given the product [Cl-:38].[Cl-:38].[C:21]1([P:20]([C:27]2[CH:32]=[CH:31][CH:30]=[CH:29][CH:28]=2)[C:7]2[CH:8]=[C:9]([C:16]([CH3:19])([CH3:18])[CH3:17])[CH:10]=[C:11]([C:12]([CH3:15])([CH3:14])[CH3:13])[C:6]=2[O:5][Zr+2:42][O:33][C:37]2[C:36]([C:12]([CH3:13])([CH3:14])[CH3:15])=[CH:35][C:34]([C:16]([CH3:19])([CH3:18])[CH3:17])=[CH:28][C:27]=2[P:20]([C:21]2[CH:26]=[CH:25][CH:24]=[CH:23][CH:22]=2)[C:7]2[CH:8]=[CH:9][CH:10]=[CH:11][CH:6]=2)[CH:26]=[CH:25][CH:24]=[CH:23][CH:22]=1, predict the reactants needed to synthesize it. The reactants are: C[Si]([O:5][C:6]1[C:11]([C:12]([CH3:15])([CH3:14])[CH3:13])=[CH:10][C:9]([C:16]([CH3:19])([CH3:18])[CH3:17])=[CH:8][C:7]=1[P:20]([C:27]1[CH:32]=[CH:31][CH:30]=[CH:29][CH:28]=1)[C:21]1[CH:26]=[CH:25][CH:24]=[CH:23][CH:22]=1)(C)C.[O:33]1[CH2:37][CH2:36][CH2:35][CH2:34]1.[Cl-:38].[Cl-].[Cl-].[Cl-].[Zr+4:42].